This data is from Antibody developability classification from SAbDab with 2,409 antibodies. The task is: Regression/Classification. Given an antibody's heavy chain and light chain sequences, predict its developability. TAP uses regression for 5 developability metrics; SAbDab uses binary classification. (1) The antibody is ['EVQLEESGPELVRPGTSVKISCKASGYTFTNYWLGWVKQRPGHGFEWIGDIYPGGVYTTNNEKFRGKAILTADTSSSTAYMQLSSLTSEDSAVYFCARAGGYYTGGDYWGQGTSVTVSS', 'DIVLTQAAFSNPVTLGASASISCRSSKSLLNSNGIIHMYWYLQKPGQSPQLLIYQMSKLASGAPDRFSGSGSGTDFTLRISRVEAEDVGVYYCAQNLELPYTFGGGTKLEIK']. Result: 0 (not developable). (2) The antibody is ['EVQLQQSGAELMKPGASVKISCKATGYTFSSYWIEWVKQRPGHGLEWIGEILPGSGDTIFNEKFKGKATFTADTSSNTAYMQLSSLTSEDSAVYYCARWVLDYYGMDYWGQGTSLTVSS', 'DAVVTQESALTTSPGETVTLTCRSSTGAVTTSNYANWVQEKPDHLFTGLIGGTNNRAPGVPARFSGSLIGDKAALTITGAQTEDEAIYFCALWSNNKLVFGGGTKLTVL']. Result: 0 (not developable). (3) The antibody is ['QVQLVQSGAEVAKPGTSVKLSCKASGYTFTDYWMQWVKQRPGQGLEWIGTIYPGDGDTGYAQKFQGKATLTADKSSKTVYMHLSSLASEDSAVYYCARGDYYGSNSLDYWGQGTSVTVSS', 'DIVMTQSHLSMSTSLGDPVSITCKASQDVSTVVAWYQQKPGQSPRRLIYSASYRYIGVPDRFTGSGAGTDFTFTISSVQAEDLAVYYCQQHYSPPYTFGGGTKLEIK']. Result: 0 (not developable). (4) Result: 0 (not developable). The antibody is ['QIQLVQSGPELKKPGETVRISCKASDYSFMTSGMQWVQQMPGKGLKWIGWLNTQSGVPEYAEDFKGRFAFSLETSATTAYLQINNLKNEDTATYFCATWGGNSAYWGQGTTLTVSS', 'DIQMTQSPASLSASVGETVTITCRASGNIHNYLAWYQQKQGKSPQLLVYNAKTLADGVPSRFSGSGSGTQYSLKINSLQPEDFGTYYCHHFWSTPWTFGGGTKLEVK']. (5) The antibody is ['QVQLVQSGAEVKKPGASVKVSCEASGYTFAKFAIHWVRQAPRQGLEWMGWINGDDGKTEYSQKFQDRVTMTRDTSASTVYMELSSLRSEDTALYYCARAMYPDTVTGNDNPAPPPFEGDYWGQGTLVTVSS', 'SYELTQPPSVSVSPGQTARITCSGDALPKEYAYWYQQKSGQAPVLVIYEDTRRPSGIPERFSGSSSGTMATLTVSGAHVDDEADYYCYSRDTSANQWVFGGGTKLTVL']. Result: 0 (not developable). (6) The antibody is ['2dqi', 'DIVLTQSPATLSVTPGNSVSLSCRASQSIGNNLHWYQQKSHESPRLLIKFASQSISGIPSRFSGSGSGTDFTLSINSVETEDFGMYFCQQSNSWPYTFGGGTKLEIK']. Result: 0 (not developable). (7) The antibody is ['QVQLVQSGPELKKPGETVKISCKASGYMFTNYGMNWVKQAPGKALKWMGWINPYTGESTFADDFKGRFAFFLETSATTAYLQINNLKNEDTATYFCARGTTIVRAFDYWGQGTSVTVSS', 'ELVMTQTPLSLPVSLGDQASISCRSSQSLVHSNGNTYLHWYLQKPGQSPKFLIYKVSNRFSGVPDRFSGSGSGTDFILKISRVEAEDLGVYFCSQSTHFFPTFGGGTKLEIK']. Result: 0 (not developable).